Binary Classification. Given a drug SMILES string, predict its activity (active/inactive) in a high-throughput screening assay against a specified biological target. From a dataset of M1 muscarinic receptor antagonist screen with 61,756 compounds. (1) The drug is S(=O)(=O)(N(C1CCCCC1)CC(=O)Nc1cc(SC)ccc1)C. The result is 0 (inactive). (2) The drug is O=C1N(CCC1)c1ccc(cc1)C(OCC(=O)c1c(n(c(c1)C)CCOC)C)=O. The result is 0 (inactive). (3) The compound is O=C(N1CCCC1)c1c(cccc1)C(=O)c1ccccc1. The result is 0 (inactive). (4) The molecule is S(CC(=O)N1CCC(CC1)C(=O)N)Cc1nc(oc1C)c1cc(OC)c(OC)cc1. The result is 0 (inactive). (5) The molecule is Brc1c(Cn2c(=O)c(NC(=O)CCC)ccc2)cccc1. The result is 0 (inactive). (6) The molecule is O=C(NC(CNC(=O)c1cc(O)cnc1)C)c1cc(O)cnc1. The result is 0 (inactive).